Predict the reaction yield, written as a fraction of the theoretical maximum amount of product (1.0 means a 100% yield; for example, 0.34 means a 34% yield). From a dataset of Reaction yield outcomes from USPTO patents with 853,638 reactions. (1) The product is [O:18]=[C:15]1[NH:14][CH:13]=[C:12]([CH2:11][NH:10][C:5]2[CH:6]=[CH:7][CH:8]=[CH:9][C:4]=2[C:3]([OH:19])=[O:2])[CH:17]=[CH:16]1. The catalyst is CN(C)C=O. The reactants are C[O:2][C:3](=[O:19])[C:4]1[CH:9]=[CH:8][CH:7]=[CH:6][C:5]=1[NH:10][CH2:11][C:12]1[CH:17]=[CH:16][C:15](=[O:18])[NH:14][CH:13]=1.[OH-].[Na+].Cl.C(O)C. The yield is 0.935. (2) The reactants are [Br:1][C:2]1[CH:3]=[CH:4][C:5]([NH:8][NH2:9])=[N:6][CH:7]=1.C1N=CN([C:15](N2C=NC=C2)=[O:16])C=1. The catalyst is C1COCC1.O. The product is [Br:1][C:2]1[CH:3]=[CH:4][C:5]2[N:6]([C:15](=[O:16])[NH:9][N:8]=2)[CH:7]=1. The yield is 0.670. (3) The reactants are [CH:1](=O)[C:2]1[CH:7]=[CH:6][CH:5]=[CH:4][CH:3]=1.[CH2:9]([NH2:13])[CH2:10][CH2:11][CH3:12]. The catalyst is C1C=CC=CC=1. The product is [CH:1](=[N:13][CH2:9][CH2:10][CH2:11][CH3:12])[C:2]1[CH:7]=[CH:6][CH:5]=[CH:4][CH:3]=1. The yield is 1.00. (4) The reactants are [S:1]1[C:9]2[C:4](=[N:5][CH:6]=[CH:7][CH:8]=2)[N:3]=[C:2]1[SH:10].[OH-].[Na+].Cl[CH:14]([F:16])[F:15].Cl. The catalyst is O1CCOCC1.O. The product is [F:15][CH:14]([F:16])[S:10][C:2]1[S:1][C:9]2[C:4]([N:3]=1)=[N:5][CH:6]=[CH:7][CH:8]=2. The yield is 0.330.